Dataset: NCI-60 drug combinations with 297,098 pairs across 59 cell lines. Task: Regression. Given two drug SMILES strings and cell line genomic features, predict the synergy score measuring deviation from expected non-interaction effect. (1) Drug 1: CCC(=C(C1=CC=CC=C1)C2=CC=C(C=C2)OCCN(C)C)C3=CC=CC=C3.C(C(=O)O)C(CC(=O)O)(C(=O)O)O. Drug 2: CS(=O)(=O)CCNCC1=CC=C(O1)C2=CC3=C(C=C2)N=CN=C3NC4=CC(=C(C=C4)OCC5=CC(=CC=C5)F)Cl. Cell line: NCI-H226. Synergy scores: CSS=-0.865, Synergy_ZIP=0.755, Synergy_Bliss=0.873, Synergy_Loewe=-7.64, Synergy_HSA=-2.53. (2) Drug 1: C1CCC(C1)C(CC#N)N2C=C(C=N2)C3=C4C=CNC4=NC=N3. Drug 2: C1CC(=O)NC(=O)C1N2C(=O)C3=CC=CC=C3C2=O. Cell line: HS 578T. Synergy scores: CSS=0.255, Synergy_ZIP=2.74, Synergy_Bliss=5.66, Synergy_Loewe=-0.192, Synergy_HSA=-0.367.